This data is from Full USPTO retrosynthesis dataset with 1.9M reactions from patents (1976-2016). The task is: Predict the reactants needed to synthesize the given product. (1) Given the product [CH3:6][O:7][C:18]1[CH:17]=[C:13]([CH:12]=[C:11]([N+:8]([O-:10])=[O:9])[CH:19]=1)[C:14]([OH:16])=[O:15], predict the reactants needed to synthesize it. The reactants are: [Li]CCCC.[CH3:6][OH:7].[N+:8]([C:11]1[CH:12]=[C:13]([CH:17]=[C:18]([N+]([O-])=O)[CH:19]=1)[C:14]([OH:16])=[O:15])([O-:10])=[O:9].OS(O)(=O)=O. (2) Given the product [Cl:19][C:5]1[CH:4]=[CH:3][C:2]([NH:1][C:34](=[O:35])[C:33]2[CH:37]=[CH:38][CH:39]=[C:31]([C:30]([F:29])([F:40])[F:41])[CH:32]=2)=[CH:7][C:6]=1[C:8]1[C:9](=[O:18])[NH:10][C:11]2[C:16]([CH:17]=1)=[CH:15][N:14]=[CH:13][CH:12]=2, predict the reactants needed to synthesize it. The reactants are: [NH2:1][C:2]1[CH:3]=[CH:4][C:5]([Cl:19])=[C:6]([C:8]2[C:9](=[O:18])[NH:10][C:11]3[C:16]([CH:17]=2)=[CH:15][N:14]=[CH:13][CH:12]=3)[CH:7]=1.CCN(C(C)C)C(C)C.[F:29][C:30]([F:41])([F:40])[C:31]1[CH:32]=[C:33]([CH:37]=[CH:38][CH:39]=1)[C:34](Cl)=[O:35].